The task is: Predict the reactants needed to synthesize the given product.. This data is from Full USPTO retrosynthesis dataset with 1.9M reactions from patents (1976-2016). (1) Given the product [CH3:3][CH2:4][CH2:5][CH:6]([CH3:8])[CH3:7].[CH3:2][CH2:24][O:25][C:26]([CH3:27])=[O:38].[CH3:24][O:25][C:26](=[O:38])[C:27]1[CH:32]=[C:31]([C:33]([F:36])([F:35])[F:34])[CH:30]=[C:29]([N:37]2[C:11]([CH3:12])=[CH:10][CH:9]=[C:8]2[C:6]2[CH:7]=[C:2]([F:1])[CH:3]=[CH:4][C:5]=2[O:15][CH2:16][C:17]2[CH:22]=[CH:21][C:20]([F:23])=[CH:19][CH:18]=2)[CH:28]=1, predict the reactants needed to synthesize it. The reactants are: [F:1][C:2]1[CH:3]=[CH:4][C:5]([O:15][CH2:16][C:17]2[CH:22]=[CH:21][C:20]([F:23])=[CH:19][CH:18]=2)=[C:6]([C:8](=O)[CH2:9][CH2:10][C:11](=O)[CH3:12])[CH:7]=1.[CH3:24][O:25][C:26](=[O:38])[C:27]1[CH:32]=[C:31]([C:33]([F:36])([F:35])[F:34])[CH:30]=[C:29]([NH2:37])[CH:28]=1.CC1C=CC(S(O)(=O)=O)=CC=1.Cl. (2) Given the product [CH:1]1[CH:2]=[CH:3][C:4]2[S:14][C:13]3[CH:12]=[CH:11][C:10]([Cl:15])=[CH:9][C:8]=3[N:7]([CH2:16][CH2:17][CH2:18][N:19]3[CH2:24][CH2:23][N:22]([CH2:25][CH2:26][OH:27])[CH2:21][CH2:20]3)[C:5]=2[CH:6]=1.[C:40]1([CH2:46][CH2:47][CH2:48][C:49]([O-:51])=[O:50])[CH:45]=[CH:44][CH:43]=[CH:42][CH:41]=1, predict the reactants needed to synthesize it. The reactants are: [CH:1]1[CH:2]=[CH:3][C:4]2[S:14][C:13]3[CH:12]=[CH:11][C:10]([Cl:15])=[CH:9][C:8]=3[N:7]([CH2:16][CH2:17][CH2:18][N:19]3[CH2:24][CH2:23][N:22]([CH2:25][CH2:26][OH:27])[CH2:21][CH2:20]3)[C:5]=2[CH:6]=1.C1(CCCC(Cl)=O)C=CC=CC=1.[C:40]1([CH2:46][CH2:47][CH2:48][C:49]([OH:51])=[O:50])[CH:45]=[CH:44][CH:43]=[CH:42][CH:41]=1. (3) The reactants are: [F:1][C:2]1[CH:10]=[C:9]([N:11]2[CH2:16][C@@H:15]3[CH2:17][C@H:12]2[CH2:13][N:14]3[C:18]2[CH:23]=[CH:22][CH:21]=[C:20]([C:24]([F:27])([F:26])[F:25])[CH:19]=2)[CH:8]=[CH:7][C:3]=1[C:4]([OH:6])=[O:5].Cl.[CH3:29]COCC. Given the product [F:1][C:2]1[CH:10]=[C:9]([N:11]2[CH2:16][C@@H:15]3[CH2:17][C@H:12]2[CH2:13][N:14]3[C:18]2[CH:23]=[CH:22][CH:21]=[C:20]([C:24]([F:25])([F:27])[F:26])[CH:19]=2)[CH:8]=[CH:7][C:3]=1[C:4]([O:6][CH3:29])=[O:5], predict the reactants needed to synthesize it. (4) Given the product [CH2:32]([C:19]1[CH:20]=[N:21][C:22]2[C:27]([C:18]=1[C:14]1[CH:13]=[C:12]([CH:17]=[CH:16][CH:15]=1)[O:11][C:8]1[N:9]=[CH:10][C:5]([C:3]([OH:4])=[O:2])=[N:6][CH:7]=1)=[CH:26][CH:25]=[CH:24][C:23]=2[C:28]([F:31])([F:29])[F:30])[C:33]1[CH:38]=[CH:37][CH:36]=[CH:35][CH:34]=1, predict the reactants needed to synthesize it. The reactants are: C[O:2][C:3]([C:5]1[CH:10]=[N:9][C:8]([O:11][C:12]2[CH:17]=[CH:16][CH:15]=[C:14]([C:18]3[C:27]4[C:22](=[C:23]([C:28]([F:31])([F:30])[F:29])[CH:24]=[CH:25][CH:26]=4)[N:21]=[CH:20][C:19]=3[CH2:32][C:33]3[CH:38]=[CH:37][CH:36]=[CH:35][CH:34]=3)[CH:13]=2)=[CH:7][N:6]=1)=[O:4].[OH-].[Li+].C(C#N)(C)=O.O. (5) Given the product [N:1]1([C:6]2[CH:7]=[CH:8][C:9]([N:12]3[C:16](=[O:17])[CH2:15][C:14]4([CH2:22][CH2:21][N:20]([CH2:35][C@H:33]([OH:34])[C:32]5[C:24]([CH3:23])=[C:25]6[C:29](=[CH:30][CH:31]=5)[C:28](=[O:36])[O:27][CH2:26]6)[CH2:19][CH2:18]4)[CH2:13]3)=[N:10][CH:11]=2)[CH:5]=[N:4][N:3]=[N:2]1, predict the reactants needed to synthesize it. The reactants are: [N:1]1([C:6]2[CH:7]=[CH:8][C:9]([N:12]3[C:16](=[O:17])[CH2:15][C:14]4([CH2:22][CH2:21][NH:20][CH2:19][CH2:18]4)[CH2:13]3)=[N:10][CH:11]=2)[CH:5]=[N:4][N:3]=[N:2]1.[CH3:23][C:24]1[C:32]([C@@H:33]2[CH2:35][O:34]2)=[CH:31][CH:30]=[C:29]2[C:25]=1[CH2:26][O:27][C:28]2=[O:36].